Dataset: Full USPTO retrosynthesis dataset with 1.9M reactions from patents (1976-2016). Task: Predict the reactants needed to synthesize the given product. (1) Given the product [F:13][C:14]1[C:22]([O:23][CH3:24])=[CH:21][CH:20]=[CH:19][C:15]=1[C:16]([N:31]=[N+:32]=[N-:33])=[O:17], predict the reactants needed to synthesize it. The reactants are: FC1C(OC)=CC=CC=1N=C=O.[F:13][C:14]1[C:22]([O:23][CH3:24])=[CH:21][CH:20]=[CH:19][C:15]=1[C:16](O)=[O:17].C(Cl)(=O)C(Cl)=O.[N-:31]=[N+:32]=[N-:33].[Na+]. (2) Given the product [CH3:20][NH:21][C:16]([C:4]1[N:3]=[C:2]([CH3:1])[N:6]([C:7]2[CH:8]=[CH:9][C:10]([N+:13]([O-:15])=[O:14])=[CH:11][CH:12]=2)[N:5]=1)=[O:18], predict the reactants needed to synthesize it. The reactants are: [CH3:1][C:2]1[N:6]([C:7]2[CH:12]=[CH:11][C:10]([N+:13]([O-:15])=[O:14])=[CH:9][CH:8]=2)[N:5]=[C:4]([C:16]([OH:18])=O)[N:3]=1.C[CH2:20][N:21](C(C)C)C(C)C.C(OC(Cl)=O)C(C)C.CN. (3) Given the product [CH3:40][O:39][C:37]([NH:2][C@H:3]1[CH2:7][CH2:6][N:5]([C:8]2[CH:13]=[CH:12][C:11]([N:14]3[CH2:18][C@H:17]([CH2:19][NH:20][C:29]4[CH:33]=[CH:32][O:31][N:30]=4)[O:16][C:15]3=[O:34])=[CH:10][C:9]=2[F:35])[CH2:4]1)=[O:38], predict the reactants needed to synthesize it. The reactants are: Cl.[NH2:2][C@H:3]1[CH2:7][CH2:6][N:5]([C:8]2[CH:13]=[CH:12][C:11]([N:14]3[CH2:18][C@H:17]([CH2:19][N:20]([C:29]4[CH:33]=[CH:32][O:31][N:30]=4)C(OCC(Cl)(Cl)Cl)=O)[O:16][C:15]3=[O:34])=[CH:10][C:9]=2[F:35])[CH2:4]1.Cl[C:37]([O:39][CH3:40])=[O:38]. (4) Given the product [C:11]1([C:1]2[CH:6]=[CH:5][CH:4]=[CH:3][CH:2]=2)[CH:16]=[CH:15][C:14]([C:17]2[O:18][C:19]([CH3:30])=[C:20]([CH2:22][CH2:23][N:24]3[CH2:28][CH2:27][CH2:26][C@H:25]3[CH3:29])[N:21]=2)=[CH:13][CH:12]=1, predict the reactants needed to synthesize it. The reactants are: [C:1]1(B(O)O)[CH:6]=[CH:5][CH:4]=[CH:3][CH:2]=1.Br[C:11]1[CH:16]=[CH:15][C:14]([C:17]2[O:18][C:19]([CH3:30])=[C:20]([CH2:22][CH2:23][N:24]3[CH2:28][CH2:27][CH2:26][C@H:25]3[CH3:29])[N:21]=2)=[CH:13][CH:12]=1. (5) The reactants are: [F:1][C:2]([F:7])([F:6])[CH:3]([NH2:5])[CH3:4].C(=O)([O-])[O-].[K+].[K+].[F:14][CH2:15][CH2:16][CH2:17]Br. Given the product [F:14][CH2:15][CH2:16][CH2:17][NH:5][CH:3]([CH3:4])[C:2]([F:7])([F:6])[F:1], predict the reactants needed to synthesize it. (6) Given the product [Cl:33][C:34]1[CH:35]=[C:36]([NH:40][C:41]([NH:1][CH2:2][C:3]2[CH:8]=[CH:7][CH:6]=[C:5]([C:9]3[N:14]4[N:15]=[C:16]([NH:18][C:19]5[CH:24]=[CH:23][C:22]([O:25][CH2:26][CH2:27][N:28]6[CH2:29][CH2:30][CH2:31][CH2:32]6)=[CH:21][CH:20]=5)[N:17]=[C:13]4[CH:12]=[CH:11][CH:10]=3)[CH:4]=2)=[O:42])[CH:37]=[CH:38][CH:39]=1, predict the reactants needed to synthesize it. The reactants are: [NH2:1][CH2:2][C:3]1[CH:4]=[C:5]([C:9]2[N:14]3[N:15]=[C:16]([NH:18][C:19]4[CH:24]=[CH:23][C:22]([O:25][CH2:26][CH2:27][N:28]5[CH2:32][CH2:31][CH2:30][CH2:29]5)=[CH:21][CH:20]=4)[N:17]=[C:13]3[CH:12]=[CH:11][CH:10]=2)[CH:6]=[CH:7][CH:8]=1.[Cl:33][C:34]1[CH:35]=[C:36]([N:40]=[C:41]=[O:42])[CH:37]=[CH:38][CH:39]=1. (7) Given the product [C:34]([N:7]1[CH2:6][C@H:5]([OH:4])[CH2:9][C@@H:8]1[C:10]1[N:14]2[C:15]3[C:21]([CH3:22])=[CH:20][NH:19][C:16]=3[N:17]=[CH:18][C:13]2=[C:12]([C:54]2[CH:53]=[CH:52][C:51]([N:40]([CH:37]([CH3:39])[CH3:38])[C:41](=[O:50])[O:42][CH2:43][C:44]3[CH:49]=[CH:48][CH:47]=[CH:46][CH:45]=3)=[CH:56][CH:55]=2)[N:11]=1)(=[O:36])[CH3:35], predict the reactants needed to synthesize it. The reactants are: C([O:4][C@@H:5]1[CH2:9][C@H:8]([C:10]2[N:14]3[C:15]4[C:21]([CH3:22])=[CH:20][N:19](S(C5C=CC(C)=CC=5)(=O)=O)[C:16]=4[N:17]=[CH:18][C:13]3=[C:12](Br)[N:11]=2)[N:7]([C:34](=[O:36])[CH3:35])[CH2:6]1)(=O)C.[CH:37]([N:40]([C:51]1[CH:56]=[CH:55][C:54](B2OC(C)(C)C(C)(C)O2)=[CH:53][CH:52]=1)[C:41](=[O:50])[O:42][CH2:43][C:44]1[CH:49]=[CH:48][CH:47]=[CH:46][CH:45]=1)([CH3:39])[CH3:38].C([O-])([O-])=O.[Cs+].[Cs+]. (8) Given the product [CH2:20]([N:19]1[C:15]([N:11]2[CH2:12][CH2:13][CH2:14][CH:9]([NH2:8])[CH2:10]2)=[N:16][CH:17]=[N:18]1)[CH3:21], predict the reactants needed to synthesize it. The reactants are: C([N:8](CC1C=CC=CC=1)[CH:9]1[CH2:14][CH2:13][CH2:12][N:11]([C:15]2[N:19]([CH2:20][CH3:21])[N:18]=[CH:17][N:16]=2)[CH2:10]1)C1C=CC=CC=1. (9) Given the product [C:1]([O:5][C:6](=[O:45])/[CH:7]=[CH:8]/[C:9]1[C:14](=[O:15])[N:13]2[CH:16]=[CH:17][C:18]([C:20]([NH:22][C:23]3[S:24][CH:25]=[C:26]([C:28]([CH3:31])([CH3:30])[CH3:29])[N:27]=3)=[O:21])=[CH:19][C:12]2=[N:11][C:10]=1[N:32]1[CH2:37][CH2:36][N:35]([C:38](=[O:44])[CH2:39][CH2:40][CH2:41][CH2:42][O:43][S:61]([OH:64])(=[O:63])=[O:62])[CH2:34][CH2:33]1)([CH3:2])([CH3:3])[CH3:4], predict the reactants needed to synthesize it. The reactants are: [C:1]([O:5][C:6](=[O:45])/[CH:7]=[CH:8]/[C:9]1[C:14](=[O:15])[N:13]2[CH:16]=[CH:17][C:18]([C:20]([NH:22][C:23]3[S:24][CH:25]=[C:26]([C:28]([CH3:31])([CH3:30])[CH3:29])[N:27]=3)=[O:21])=[CH:19][C:12]2=[N:11][C:10]=1[N:32]1[CH2:37][CH2:36][N:35]([C:38](=[O:44])[CH2:39][CH2:40][CH2:41][CH2:42][OH:43])[CH2:34][CH2:33]1)([CH3:4])([CH3:3])[CH3:2].C1(N=C=NC2CCCCC2)CCCCC1.[S:61](=O)(=[O:64])([OH:63])[OH:62].C(N(CC)CC)C. (10) Given the product [NH2:30][C:31]1[C:32]([C:33]([NH2:35])=[O:34])=[CH:36][CH:37]=[CH:38][C:39]=1[NH:40][C:13](=[O:15])[C:12]([NH:11][C:9](=[O:10])[O:8][CH2:1][C:2]1[CH:3]=[CH:4][CH:5]=[CH:6][CH:7]=1)([CH3:17])[CH3:16], predict the reactants needed to synthesize it. The reactants are: [CH2:1]([O:8][C:9]([NH:11][C:12]([CH3:17])([CH3:16])[C:13]([OH:15])=O)=[O:10])[C:2]1[CH:7]=[CH:6][CH:5]=[CH:4][CH:3]=1.C(N1C=CN=C1)(N1C=CN=C1)=O.[NH2:30][C:31]1[C:39]([NH2:40])=[CH:38][CH:37]=[CH:36][C:32]=1[C:33]([NH2:35])=[O:34].N.